This data is from Forward reaction prediction with 1.9M reactions from USPTO patents (1976-2016). The task is: Predict the product of the given reaction. (1) Given the reactants [NH2:1][C@H:2]([CH2:29][CH:30]([CH3:32])[CH3:31])[C:3]([NH:5][CH:6]1[CH2:15][C:14]2[C:9](=[C:10]([N:16]3[CH2:20][CH2:19][CH2:18][C:17]3=[O:21])[CH:11]=[CH:12][CH:13]=2)[N:8]([CH2:22][C:23]2[CH:27]=[CH:26][S:25][CH:24]=2)[C:7]1=[O:28])=[O:4].[C:33]([O:37][C:38]([NH:40][C@@H:41]([CH3:45])[C:42](O)=[O:43])=[O:39])([CH3:36])([CH3:35])[CH3:34], predict the reaction product. The product is: [CH3:31][CH:30]([CH3:32])[CH2:29][C@@H:2]([NH:1][C:42](=[O:43])[C@@H:41]([NH:40][C:38](=[O:39])[O:37][C:33]([CH3:35])([CH3:34])[CH3:36])[CH3:45])[C:3](=[O:4])[NH:5][CH:6]1[CH2:15][C:14]2[C:9](=[C:10]([N:16]3[CH2:20][CH2:19][CH2:18][C:17]3=[O:21])[CH:11]=[CH:12][CH:13]=2)[N:8]([CH2:22][C:23]2[CH:27]=[CH:26][S:25][CH:24]=2)[C:7]1=[O:28]. (2) Given the reactants C([N:3]1[CH:7]=[CH:6][N:5]=[C:4]1[CH2:8][OH:9])C.[H-].[Na+].[H][H].[N+:14]([C:17]1[CH:18]=[C:19]([CH:22]=[CH:23][CH:24]=1)[CH2:20]Br)([O-])=O.[CH3:25]N(C=O)C, predict the reaction product. The product is: [CH3:25][CH:20]([O:9][CH2:8][C:4]1[NH:3][CH:7]=[CH:6][N:5]=1)[C:19]1[CH:18]=[C:17]([NH2:14])[CH:24]=[CH:23][CH:22]=1.